This data is from Peptide-MHC class I binding affinity with 185,985 pairs from IEDB/IMGT. The task is: Regression. Given a peptide amino acid sequence and an MHC pseudo amino acid sequence, predict their binding affinity value. This is MHC class I binding data. (1) The peptide sequence is RDLVISDSS. The MHC is HLA-B44:02 with pseudo-sequence HLA-B44:02. The binding affinity (normalized) is 0. (2) The peptide sequence is IYQEPFKNLK. The MHC is HLA-B35:01 with pseudo-sequence HLA-B35:01. The binding affinity (normalized) is 0.